This data is from Catalyst prediction with 721,799 reactions and 888 catalyst types from USPTO. The task is: Predict which catalyst facilitates the given reaction. Reactant: [S:1]1[CH:5]=[CH:4][CH:3]=[C:2]1[C:6]1[NH:10][C:9]([C@@H:11]2[CH2:15][CH2:14][CH2:13][N:12]2C(OC(C)(C)C)=O)=[N:8][CH:7]=1. Product: [NH:12]1[CH2:13][CH2:14][CH2:15][C@H:11]1[C:9]1[NH:10][C:6]([C:2]2[S:1][CH:5]=[CH:4][CH:3]=2)=[CH:7][N:8]=1. The catalyst class is: 137.